Dataset: Peptide-MHC class I binding affinity with 185,985 pairs from IEDB/IMGT. Task: Regression. Given a peptide amino acid sequence and an MHC pseudo amino acid sequence, predict their binding affinity value. This is MHC class I binding data. (1) The peptide sequence is TSTLQEQIGW. The MHC is HLA-B58:01 with pseudo-sequence HLA-B58:01. The binding affinity (normalized) is 0.882. (2) The peptide sequence is KVHMGSWSY. The MHC is HLA-A30:01 with pseudo-sequence HLA-A30:01. The binding affinity (normalized) is 1.00. (3) The peptide sequence is VLIAGIILL. The MHC is HLA-B54:01 with pseudo-sequence HLA-B54:01. The binding affinity (normalized) is 0.400. (4) The peptide sequence is AVIKDATNL. The MHC is H-2-Db with pseudo-sequence H-2-Db. The binding affinity (normalized) is 0.214. (5) The peptide sequence is MVIKWIHER. The MHC is HLA-C04:01 with pseudo-sequence HLA-C04:01. The binding affinity (normalized) is 0.213. (6) The peptide sequence is SSFYRNLLWL. The MHC is Mamu-A02 with pseudo-sequence Mamu-A02. The binding affinity (normalized) is 0.591.